This data is from Full USPTO retrosynthesis dataset with 1.9M reactions from patents (1976-2016). The task is: Predict the reactants needed to synthesize the given product. (1) The reactants are: [C:1]([O:5][C:6](=[O:26])[NH:7][CH2:8][CH2:9][NH:10][CH:11]1[CH:15]([OH:16])[CH2:14][N:13]([C:17](=[O:25])[C:18]2[CH:23]=[CH:22][C:21]([Cl:24])=[CH:20][CH:19]=2)[CH2:12]1)([CH3:4])([CH3:3])[CH3:2].N1C=CN=C1.[CH3:32][C:33]([Si:36](Cl)([CH3:38])[CH3:37])([CH3:35])[CH3:34].CCOC(C)=O. Given the product [C:1]([O:5][C:6](=[O:26])[NH:7][CH2:8][CH2:9][NH:10][CH:11]1[CH:15]([O:16][Si:36]([C:33]([CH3:35])([CH3:34])[CH3:32])([CH3:38])[CH3:37])[CH2:14][N:13]([C:17](=[O:25])[C:18]2[CH:19]=[CH:20][C:21]([Cl:24])=[CH:22][CH:23]=2)[CH2:12]1)([CH3:4])([CH3:2])[CH3:3], predict the reactants needed to synthesize it. (2) Given the product [CH3:1][C:2]1[CH:14]=[CH:13][C:12]2[N:11]([CH2:30][C:27]([C:24]3[CH:23]=[N:22][C:21]([CH3:20])=[CH:26][CH:25]=3)([OH:28])[CH3:29])[C:10]3[CH2:9][CH2:8][N:7]4[CH2:15][CH2:16][CH2:17][CH:6]4[C:5]=3[C:4]=2[CH:3]=1, predict the reactants needed to synthesize it. The reactants are: [CH3:1][C:2]1[CH:14]=[CH:13][C:12]2[NH:11][C:10]3[CH2:9][CH2:8][N:7]4[CH2:15][CH2:16][CH2:17][CH:6]4[C:5]=3[C:4]=2[CH:3]=1.[H-].[Na+].[CH3:20][C:21]1[CH:26]=[CH:25][C:24]([C:27]2([CH3:30])[CH2:29][O:28]2)=[CH:23][N:22]=1. (3) Given the product [Cl:1][C:2]1[CH:3]=[CH:4][C:5]([F:19])=[C:6]([C:8]2[CH:9]=[C:10]([CH:15]=[C:16]([CH3:18])[N:17]=2)[C:11]([OH:13])=[O:12])[CH:7]=1, predict the reactants needed to synthesize it. The reactants are: [Cl:1][C:2]1[CH:3]=[CH:4][C:5]([F:19])=[C:6]([C:8]2[CH:9]=[C:10]([CH:15]=[C:16]([CH3:18])[N:17]=2)[C:11]([O:13]C)=[O:12])[CH:7]=1.[OH-].[Na+].Cl. (4) Given the product [NH:7]1[C:15]2[C:10](=[CH:11][C:12]([NH:16][C:17]3[C:18]4[S:25][C:24]([C:26]5[CH:33]=[CH:32][C:29]([CH2:30][NH:5][CH2:4][CH2:3][N:2]([CH3:6])[CH3:1])=[CH:28][CH:27]=5)=[CH:23][C:19]=4[N:20]=[CH:21][N:22]=3)=[CH:13][CH:14]=2)[CH:9]=[CH:8]1, predict the reactants needed to synthesize it. The reactants are: [CH3:1][N:2]([CH3:6])[CH2:3][CH2:4][NH2:5].[NH:7]1[C:15]2[C:10](=[CH:11][C:12]([NH:16][C:17]3[C:18]4[S:25][C:24]([C:26]5[CH:33]=[CH:32][C:29]([CH:30]=O)=[CH:28][CH:27]=5)=[CH:23][C:19]=4[N:20]=[CH:21][N:22]=3)=[CH:13][CH:14]=2)[CH:9]=[CH:8]1. (5) Given the product [ClH:57].[ClH:57].[NH2:42][C@H:39]1[CH2:40][CH2:41][N:37]([C@H:32]([C:29]2[CH:30]=[CH:31][C:26]3[N:27]([C:23]([C:20]4[CH:19]=[CH:18][C:17]5[C:22](=[C:13]([O:12][C@H:10]([CH3:11])[CH2:9][OH:8])[CH:14]=[CH:15][CH:16]=5)[N:21]=4)=[N:24][N:25]=3)[CH:28]=2)[C:33]([F:35])([F:36])[F:34])[CH2:38]1, predict the reactants needed to synthesize it. The reactants are: [Si]([O:8][CH2:9][C@H:10]([O:12][C:13]1[CH:14]=[CH:15][CH:16]=[C:17]2[C:22]=1[N:21]=[C:20]([C:23]1[N:27]3[CH:28]=[C:29]([C@@H:32]([N:37]4[CH2:41][CH2:40][C@H:39]([NH:42]C(=O)OC(C)(C)C)[CH2:38]4)[C:33]([F:36])([F:35])[F:34])[CH:30]=[CH:31][C:26]3=[N:25][N:24]=1)[CH:19]=[CH:18]2)[CH3:11])(C(C)(C)C)(C)C.FC(F)(F)C(O)=O.[Cl:57]CCl. (6) The reactants are: NC1C=C(C(F)(F)F)C(OC)=CC=1C(C1C=CC=CC=1Cl)=O.NC1C(C)=NN(CC=C)C=1Cl.[Cl:34][C:35]1[CH:40]=[CH:39][CH:38]=[CH:37][C:36]=1[C:41]1[C:47]2[CH:48]=[C:49]([O:56][CH3:57])[C:50]([C:52]([F:55])([F:54])[F:53])=[CH:51][C:46]=2[N:45]=[C:44]2[N:58](CC=C)[NH:59][C:60]([CH3:61])=[C:43]2[N:42]=1.[H-].C([Al+]CC(C)C)C(C)C. Given the product [Cl:34][C:35]1[CH:40]=[CH:39][CH:38]=[CH:37][C:36]=1[C:41]1[C:47]2[CH:48]=[C:49]([O:56][CH3:57])[C:50]([C:52]([F:54])([F:55])[F:53])=[CH:51][C:46]=2[N:45]=[C:44]2[NH:58][NH:59][C:60]([CH3:61])=[C:43]2[N:42]=1, predict the reactants needed to synthesize it.